This data is from Peptide-MHC class II binding affinity with 134,281 pairs from IEDB. The task is: Regression. Given a peptide amino acid sequence and an MHC pseudo amino acid sequence, predict their binding affinity value. This is MHC class II binding data. (1) The peptide sequence is DGVWEIKSDKPLKGP. The MHC is DRB4_0101 with pseudo-sequence DRB4_0103. The binding affinity (normalized) is 0.183. (2) The peptide sequence is MATTLPVQRHPRSLF. The MHC is DRB4_0101 with pseudo-sequence DRB4_0103. The binding affinity (normalized) is 0.468. (3) The peptide sequence is LQIIDKIDAAFKVAA. The MHC is DRB5_0101 with pseudo-sequence DRB5_0101. The binding affinity (normalized) is 0.849. (4) The peptide sequence is AAATAGTTGYGAFAA. The MHC is HLA-DQA10102-DQB10602 with pseudo-sequence HLA-DQA10102-DQB10602. The binding affinity (normalized) is 0.369. (5) The peptide sequence is SQDLELSWNLCGLQAY. The MHC is HLA-DQA10101-DQB10501 with pseudo-sequence HLA-DQA10101-DQB10501. The binding affinity (normalized) is 0.637.